Dataset: Catalyst prediction with 721,799 reactions and 888 catalyst types from USPTO. Task: Predict which catalyst facilitates the given reaction. (1) Reactant: [CH2:1]([C:3]([C:21]1[CH:26]=[CH:25][C:24]([OH:27])=[C:23]([CH3:28])[CH:22]=1)([C:6]1[CH:11]=[CH:10][C:9](/[CH:12]=[CH:13]/[C:14]([CH2:18][CH3:19])([OH:17])[CH2:15][CH3:16])=[C:8]([CH3:20])[CH:7]=1)[CH2:4][CH3:5])[CH3:2].C([O-])([O-])=O.[K+].[K+].[O:35]=[C:36]1[O:40][C@H:39]([CH2:41]OS(C2C=CC(C)=CC=2)(=O)=O)[CH2:38][CH2:37]1.[NH4+].[Cl-]. Product: [CH2:1]([C:3]([C:21]1[CH:26]=[CH:25][C:24]([O:27][CH2:41][C@H:39]2[O:40][C:36](=[O:35])[CH2:37][CH2:38]2)=[C:23]([CH3:28])[CH:22]=1)([C:6]1[CH:11]=[CH:10][C:9](/[CH:12]=[CH:13]/[C:14]([CH2:15][CH3:16])([OH:17])[CH2:18][CH3:19])=[C:8]([CH3:20])[CH:7]=1)[CH2:4][CH3:5])[CH3:2]. The catalyst class is: 9. (2) Reactant: N1C=CC=CC=1.OO.C1([Se][C@@H:16]2[CH2:20][N:19]([C:21]([O:23][CH2:24][C:25]3[CH:30]=[CH:29][CH:28]=[CH:27][CH:26]=3)=[O:22])[C@H:18]([C:31]([O:33][CH2:34][CH3:35])=[O:32])[CH2:17]2)C=CC=CC=1. Product: [N:19]1([C:21]([O:23][CH2:24][C:25]2[CH:30]=[CH:29][CH:28]=[CH:27][CH:26]=2)=[O:22])[CH2:20][CH:16]=[CH:17][C@H:18]1[C:31]([O:33][CH2:34][CH3:35])=[O:32]. The catalyst class is: 2.